This data is from Reaction yield outcomes from USPTO patents with 853,638 reactions. The task is: Predict the reaction yield, written as a fraction of the theoretical maximum amount of product (1.0 means a 100% yield; for example, 0.34 means a 34% yield). (1) The reactants are F[C:2]([F:8])(F)S([O-])(=O)=O.FC(F)(F)S([O-])(=O)=O.[C:17]1(I([N+]2C=CC(OC)=CC=2)[N+]2C=CC(OC)=CC=2)[CH:22]=[CH:21][CH:20]=[CH:19][CH:18]=1. The catalyst is CCCC[N+](CCCC)(CCCC)CCCC.C1C=CC([Si-](F)(F)(C2C=CC=CC=2)C2C=CC=CC=2)=CC=1.C(#N)C. The product is [F:8][C:2]1[CH:21]=[CH:22][C:17]([C:17]2[CH:18]=[CH:19][CH:20]=[CH:21][CH:22]=2)=[CH:18][CH:19]=1. The yield is 0.650. (2) The reactants are [CH:1]1([CH:7]([N:9]2[CH:13]=[CH:12][C:11]([C:14]([O:16][CH2:17][CH3:18])=[O:15])=[C:10]2[CH3:19])[CH3:8])[CH2:6][CH2:5][CH2:4][CH2:3][CH2:2]1.C1C(=O)N([Br:27])C(=O)C1. The catalyst is C1COCC1. The product is [Br:27][C:13]1[N:9]([CH:7]([CH:1]2[CH2:6][CH2:5][CH2:4][CH2:3][CH2:2]2)[CH3:8])[C:10]([CH3:19])=[C:11]([C:14]([O:16][CH2:17][CH3:18])=[O:15])[CH:12]=1. The yield is 0.920. (3) The reactants are [NH2:1][C:2]1[C:3]([CH3:12])=[CH:4][C:5]([Br:11])=[C:6]([CH:10]=1)[C:7]([OH:9])=[O:8].S(Cl)(Cl)=O.[CH3:17]O. No catalyst specified. The product is [NH2:1][C:2]1[C:3]([CH3:12])=[CH:4][C:5]([Br:11])=[C:6]([CH:10]=1)[C:7]([O:9][CH3:17])=[O:8]. The yield is 0.990.